Task: Predict the reactants needed to synthesize the given product.. Dataset: Full USPTO retrosynthesis dataset with 1.9M reactions from patents (1976-2016) (1) Given the product [SH:19][CH:16]([CH3:17])[CH2:15][C:14]([O:3][CH2:2][CH2:1][O:4][C:8](=[O:10])[CH2:7][CH:6]([SH:5])[CH3:11])=[O:26], predict the reactants needed to synthesize it. The reactants are: [CH2:1]([OH:4])[CH2:2][OH:3].[SH:5][CH:6]([CH3:11])[CH2:7][C:8]([OH:10])=O.O.C1(C)C=[CH:17][C:16]([S:19](O)(=O)=O)=[CH:15][CH:14]=1.[Na].C(=O)([O-])[OH:26]. (2) Given the product [Cl:2][C:3]1[N:8]=[C:7]2[NH:9][C:10]([C:12]([N:51]3[CH2:52][CH2:53][C:48]([F:54])([F:47])[CH2:49][CH2:50]3)=[O:14])=[CH:11][C:6]2=[CH:5][C:4]=1[O:15][CH:16]1[CH2:21][CH2:20][N:19]([CH:22]([CH3:24])[CH3:23])[CH2:18][CH2:17]1, predict the reactants needed to synthesize it. The reactants are: Cl.[Cl:2][C:3]1[N:8]=[C:7]2[NH:9][C:10]([C:12]([OH:14])=O)=[CH:11][C:6]2=[CH:5][C:4]=1[O:15][CH:16]1[CH2:21][CH2:20][N:19]([CH:22]([CH3:24])[CH3:23])[CH2:18][CH2:17]1.F[B-](F)(F)F.N1(OC(N(C)C)=[N+](C)C)C2C=CC=CC=2N=N1.[F:47][C:48]1([F:54])[CH2:53][CH2:52][NH:51][CH2:50][CH2:49]1.C(N(CC)C(C)C)(C)C. (3) Given the product [CH:22]1([C:7]2[C:6]([CH2:4][OH:3])=[CH:11][N:10]=[C:9]([C:12]3[CH:17]=[CH:16][CH:15]=[C:14]([C:18]([F:20])([F:21])[F:19])[CH:13]=3)[N:8]=2)[CH2:24][CH2:23]1, predict the reactants needed to synthesize it. The reactants are: C([O:3][C:4]([C:6]1[C:7]([CH:22]2[CH2:24][CH2:23]2)=[N:8][C:9]([C:12]2[CH:17]=[CH:16][CH:15]=[C:14]([C:18]([F:21])([F:20])[F:19])[CH:13]=2)=[N:10][CH:11]=1)=O)C.CC(C[AlH]CC(C)C)C. (4) Given the product [Br:1][C:2]1[CH:11]=[CH:10][C:9]([NH2:8])=[C:4]([C:5]2[NH:6][N:13]=[CH:14][N:15]=2)[CH:3]=1, predict the reactants needed to synthesize it. The reactants are: [Br:1][C:2]1[CH:11]=[CH:10][C:9]2[NH:8]C(=O)[N:6]3[N:13]=[CH:14][N:15]=[C:5]3[C:4]=2[CH:3]=1.[OH-].[Na+]. (5) Given the product [CH2:12]([CH:6]1[CH2:5][C:4]2[C:9](=[CH:10][CH:11]=[C:2]([C:18]3[CH:17]=[N:16][N:15]([CH3:14])[CH:19]=3)[CH:3]=2)[NH:8][CH2:7]1)[CH3:13], predict the reactants needed to synthesize it. The reactants are: Br[C:2]1[CH:3]=[C:4]2[C:9](=[CH:10][CH:11]=1)[NH:8][CH2:7][CH:6]([CH2:12][CH3:13])[CH2:5]2.[CH3:14][N:15]1[CH:19]=[C:18](B2OC(C)(C)C(C)(C)O2)[CH:17]=[N:16]1.C([O-])([O-])=O.[K+].[K+].